From a dataset of Full USPTO retrosynthesis dataset with 1.9M reactions from patents (1976-2016). Predict the reactants needed to synthesize the given product. (1) The reactants are: [CH3:1][C:2]1[CH:3]=[CH:4][C:5]([S:9][C:10]2[CH:11]=[CH:12][CH:13]=[CH:14][C:15]=2[N:16]2[CH2:21][CH2:20][NH:19][CH2:18][CH2:17]2)=[C:6]([CH3:8])[CH:7]=1.[O:22]=[C:23]([CH2:27][CH2:28][C:29]([OH:31])=[O:30])[C:24]([OH:26])=[O:25]. Given the product [CH3:1][C:2]1[CH:3]=[CH:4][C:5]([S:9][C:10]2[CH:11]=[CH:12][CH:13]=[CH:14][C:15]=2[N:16]2[CH2:17][CH2:18][NH:19][CH2:20][CH2:21]2)=[C:6]([CH3:8])[CH:7]=1.[O:22]=[C:23]([CH2:27][CH2:28][C:29]([O-:31])=[O:30])[C:24]([O-:26])=[O:25], predict the reactants needed to synthesize it. (2) The reactants are: [F:1][C:2]([F:25])([F:24])[C:3]1[N:8]=[C:7]([NH:9][C:10]2[CH:15]=[CH:14][N:13]3[N:16]=[CH:17][C:18]([C:19]([O:21]CC)=[O:20])=[C:12]3[N:11]=2)[CH:6]=[CH:5][CH:4]=1.[OH-].[Na+]. Given the product [F:24][C:2]([F:1])([F:25])[C:3]1[N:8]=[C:7]([NH:9][C:10]2[CH:15]=[CH:14][N:13]3[N:16]=[CH:17][C:18]([C:19]([OH:21])=[O:20])=[C:12]3[N:11]=2)[CH:6]=[CH:5][CH:4]=1, predict the reactants needed to synthesize it. (3) Given the product [CH2:28]([C:7]1[C:8]([C:14]2[NH:15][C:16]3[C:21]([CH:22]=2)=[C:20]([F:23])[CH:19]=[CH:18][CH:17]=3)=[N:9][C:10]([Cl:13])=[CH:11][CH:12]=1)[CH:27]=[CH2:26], predict the reactants needed to synthesize it. The reactants are: FC(F)(F)S(O[C:7]1[C:8]([C:14]2[NH:15][C:16]3[C:21]([CH:22]=2)=[C:20]([F:23])[CH:19]=[CH:18][CH:17]=3)=[N:9][C:10]([Cl:13])=[CH:11][CH:12]=1)(=O)=O.[CH2:26]([Sn](CCCC)(CCCC)CCCC)[CH:27]=[CH2:28].[Li+].[Cl-]. (4) Given the product [Cl:12][C:13]1[CH:14]=[C:15]([NH:16][C:2]([NH:3][C:8](=[O:9])[CH2:7][CH:6]([CH3:11])[CH3:5])=[S:1])[CH:17]=[C:18]([Cl:20])[CH:19]=1, predict the reactants needed to synthesize it. The reactants are: [S-:1][C:2]#[N:3].[NH4+].[CH3:5][CH:6]([CH3:11])[CH2:7][C:8](Cl)=[O:9].[Cl:12][C:13]1[CH:14]=[C:15]([CH:17]=[C:18]([Cl:20])[CH:19]=1)[NH2:16]. (5) Given the product [CH2:15]([N:17]1[C:25]2[C:20](=[N:21][CH:22]=[CH:23][C:24]=2[CH3:26])[N:19]([C:27]2[CH:32]=[CH:31][C:30]([O:33][C:3]3[N:2]([CH3:1])[C:6]4=[N:7][CH:8]=[CH:9][CH:10]=[C:5]4[N:4]=3)=[CH:29][CH:28]=2)[C:18]1=[O:34])[CH3:16], predict the reactants needed to synthesize it. The reactants are: [CH3:1][N:2]1[C:6]2=[N:7][CH:8]=[CH:9][CH:10]=[C:5]2[N:4]=[C:3]1S(C)(=O)=O.[CH2:15]([N:17]1[C:25]2[C:20](=[N:21][CH:22]=[CH:23][C:24]=2[CH3:26])[N:19]([C:27]2[CH:32]=[CH:31][C:30]([OH:33])=[CH:29][CH:28]=2)[C:18]1=[O:34])[CH3:16].C(=O)([O-])[O-].[K+].[K+].O. (6) Given the product [CH3:12][O:11][C:4]1[CH:5]=[CH:6][C:7]([N+:8]([O-:10])=[O:9])=[C:2]([CH:23]([OH:24])[C:22]([CH3:26])([CH3:25])[CH3:21])[CH:3]=1, predict the reactants needed to synthesize it. The reactants are: I[C:2]1[CH:3]=[C:4]([O:11][CH3:12])[CH:5]=[CH:6][C:7]=1[N+:8]([O-:10])=[O:9].C1([Mg]Cl)C=CC=CC=1.[CH3:21][C:22]([CH3:26])([CH3:25])[CH:23]=[O:24]. (7) Given the product [CH2:3]([O:10][C:11]1[CH:12]=[C:13]([CH2:14][OH:15])[CH:18]=[CH:19][C:20]=1[I:21])[C:4]1[CH:5]=[CH:6][CH:7]=[CH:8][CH:9]=1, predict the reactants needed to synthesize it. The reactants are: [BH4-].[Li+].[CH2:3]([O:10][C:11]1[CH:12]=[C:13]([CH:18]=[CH:19][C:20]=1[I:21])[C:14](OC)=[O:15])[C:4]1[CH:9]=[CH:8][CH:7]=[CH:6][CH:5]=1. (8) The reactants are: [Cl:1][C:2]1[CH:8]=[CH:7][C:5]([NH2:6])=[CH:4][CH:3]=1.[CH3:9][N:10]1[C:14]([CH3:15])=[C:13]([S:16]([N:19]2[CH2:24][CH2:23][C:22](=O)[CH2:21][CH2:20]2)(=[O:18])=[O:17])[C:12]([CH3:26])=[N:11]1.[C:27](O)(=O)C.C(O[BH-](OC(=O)C)OC(=O)C)(=O)C.[Na+].C=O. Given the product [Cl:1][C:2]1[CH:8]=[CH:7][C:5]([NH:6][CH2:27][CH:22]2[CH2:23][CH2:24][N:19]([S:16]([C:13]3[C:12]([CH3:26])=[N:11][N:10]([CH3:9])[C:14]=3[CH3:15])(=[O:18])=[O:17])[CH2:20][CH2:21]2)=[CH:4][CH:3]=1, predict the reactants needed to synthesize it. (9) Given the product [F:14][CH:8]([C:3]1[CH:4]=[CH:5][CH:6]=[CH:7][C:2]=1[C:20]1[CH:19]=[CH:18][CH:17]=[C:16]([Cl:15])[CH:21]=1)[C:9]([OH:11])=[O:10], predict the reactants needed to synthesize it. The reactants are: Br[C:2]1[CH:7]=[CH:6][CH:5]=[CH:4][C:3]=1[CH:8]([F:14])[C:9]([O:11]CC)=[O:10].[Cl:15][C:16]1[CH:17]=[C:18](B(O)O)[CH:19]=[CH:20][CH:21]=1.C(=O)([O-])[O-].[K+].[K+].O.